From a dataset of NCI-60 drug combinations with 297,098 pairs across 59 cell lines. Regression. Given two drug SMILES strings and cell line genomic features, predict the synergy score measuring deviation from expected non-interaction effect. Drug 1: CS(=O)(=O)C1=CC(=C(C=C1)C(=O)NC2=CC(=C(C=C2)Cl)C3=CC=CC=N3)Cl. Drug 2: C1=CC(=CC=C1C#N)C(C2=CC=C(C=C2)C#N)N3C=NC=N3. Cell line: TK-10. Synergy scores: CSS=12.0, Synergy_ZIP=0.843, Synergy_Bliss=6.22, Synergy_Loewe=4.54, Synergy_HSA=5.59.